This data is from Forward reaction prediction with 1.9M reactions from USPTO patents (1976-2016). The task is: Predict the product of the given reaction. (1) Given the reactants Br[C:2]1[N:6]([S:7]([C:10]2[CH:15]=[CH:14][CH:13]=[C:12]([CH3:16])[CH:11]=2)(=[O:9])=[O:8])[CH:5]=[C:4]([C:17]([O:19][CH2:20][CH3:21])=[O:18])[C:3]=1[CH3:22].[C:23]1(B(O)O)[CH:28]=[CH:27][CH:26]=[CH:25][CH:24]=1.C(=O)([O-])[O-].[Na+].[Na+].O, predict the reaction product. The product is: [CH3:22][C:3]1[C:4]([C:17]([O:19][CH2:20][CH3:21])=[O:18])=[CH:5][N:6]([S:7]([C:10]2[CH:15]=[CH:14][CH:13]=[C:12]([CH3:16])[CH:11]=2)(=[O:9])=[O:8])[C:2]=1[C:23]1[CH:28]=[CH:27][CH:26]=[CH:25][CH:24]=1. (2) Given the reactants [NH2:1][C:2]1[CH:10]=[CH:9][C:5]([C:6]([NH2:8])=[O:7])=[CH:4][C:3]=1[O:11][CH:12]1[CH2:16][CH2:15][O:14][CH2:13]1.Cl[C:18]1[C:19]2[S:26][CH:25]=[CH:24][C:20]=2[N:21]=[CH:22][N:23]=1.[OH-].[NH4+].O, predict the reaction product. The product is: [O:14]1[CH2:15][CH2:16][CH:12]([O:11][C:3]2[CH:4]=[C:5]([CH:9]=[CH:10][C:2]=2[NH:1][C:18]2[C:19]3[S:26][CH:25]=[CH:24][C:20]=3[N:21]=[CH:22][N:23]=2)[C:6]([NH2:8])=[O:7])[CH2:13]1. (3) Given the reactants [CH:1]1([C:7]2[C:15]3[C:10](=[CH:11][C:12]([C:16](O)=[O:17])=[CH:13][CH:14]=3)[N:9]([CH2:19][C:20]([N:22]3[CH2:27][CH2:26][N:25]([CH3:28])[CH2:24][CH2:23]3)=[O:21])[C:8]=2[C:29]2[CH:34]=[CH:33][CH:32]=[CH:31][CH:30]=2)[CH2:6][CH2:5][CH2:4][CH2:3][CH2:2]1.CCN(C(C)C)C(C)C.CN(C(ON1N=NC2C=CC=NC1=2)=[N+](C)C)C.F[P-](F)(F)(F)(F)F.[NH2:68][C:69]1([C:74]([NH:76][C:77]2[CH:82]=[CH:81][C:80](/[CH:83]=[CH:84]/[C:85]([O:87]CC)=[O:86])=[CH:79][CH:78]=2)=[O:75])[CH2:73][CH2:72][CH2:71][CH2:70]1.Cl, predict the reaction product. The product is: [CH:1]1([C:7]2[C:15]3[C:10](=[CH:11][C:12]([C:16]([NH:68][C:69]4([C:74]([NH:76][C:77]5[CH:78]=[CH:79][C:80](/[CH:83]=[CH:84]/[C:85]([OH:87])=[O:86])=[CH:81][CH:82]=5)=[O:75])[CH2:70][CH2:71][CH2:72][CH2:73]4)=[O:17])=[CH:13][CH:14]=3)[N:9]([CH2:19][C:20]([N:22]3[CH2:23][CH2:24][N:25]([CH3:28])[CH2:26][CH2:27]3)=[O:21])[C:8]=2[C:29]2[CH:34]=[CH:33][CH:32]=[CH:31][CH:30]=2)[CH2:6][CH2:5][CH2:4][CH2:3][CH2:2]1. (4) Given the reactants [C:1]1([C:11]([OH:13])=O)[C:10]2[C:5](=[CH:6][CH:7]=[CH:8][CH:9]=2)[CH:4]=[CH:3][CH:2]=1.[CH3:14][NH:15][C:16]([NH:18][NH2:19])=S.C(Cl)CCl, predict the reaction product. The product is: [CH3:14][NH:15][C:16]1[O:13][C:11]([C:1]2[C:10]3[C:5](=[CH:6][CH:7]=[CH:8][CH:9]=3)[CH:4]=[CH:3][CH:2]=2)=[N:19][N:18]=1. (5) Given the reactants [CH:1](O)=[O:2].C(OC(=O)C)(=O)C.[CH:11]1([CH2:16][C@H:17]([CH2:21][NH:22][O:23][CH2:24][C:25]2[CH:30]=[CH:29][CH:28]=[CH:27][CH:26]=2)[C:18]([OH:20])=[O:19])[CH2:15][CH2:14][CH2:13][CH2:12]1, predict the reaction product. The product is: [CH:11]1([CH2:16][C@H:17]([CH2:21][N:22]([CH:1]=[O:2])[O:23][CH2:24][C:25]2[CH:30]=[CH:29][CH:28]=[CH:27][CH:26]=2)[C:18]([OH:20])=[O:19])[CH2:12][CH2:13][CH2:14][CH2:15]1.